This data is from Forward reaction prediction with 1.9M reactions from USPTO patents (1976-2016). The task is: Predict the product of the given reaction. (1) Given the reactants [Cl:1][C:2]1[N:3]=[CH:4][C:5]2[NH:11][C:10](=[O:12])[C:9]([F:14])([F:13])[CH2:8][N:7]([C@@H:15]3[CH2:17][C@H:16]3[C:18]3[CH:23]=[CH:22][CH:21]=[CH:20][CH:19]=3)[C:6]=2[N:24]=1.[C:25](=O)([O-])[O-].[Cs+].[Cs+].IC, predict the reaction product. The product is: [Cl:1][C:2]1[N:3]=[CH:4][C:5]2[N:11]([CH3:25])[C:10](=[O:12])[C:9]([F:14])([F:13])[CH2:8][N:7]([C@@H:15]3[CH2:17][C@H:16]3[C:18]3[CH:19]=[CH:20][CH:21]=[CH:22][CH:23]=3)[C:6]=2[N:24]=1. (2) Given the reactants [C:1]([C:5]1[CH:6]=[C:7]([C:11]2[NH:26][C:14]3[CH:15]=[N:16][C:17]([C:19]4[CH:24]=[CH:23][CH:22]=[CH:21][C:20]=4[Cl:25])=[CH:18][C:13]=3[N:12]=2)[N:8]([CH3:10])[N:9]=1)([CH3:4])([CH3:3])[CH3:2].Cl, predict the reaction product. The product is: [ClH:25].[C:1]([C:5]1[CH:6]=[C:7]([C:11]2[NH:26][C:14]3[CH:15]=[N:16][C:17]([C:19]4[CH:24]=[CH:23][CH:22]=[CH:21][C:20]=4[Cl:25])=[CH:18][C:13]=3[N:12]=2)[N:8]([CH3:10])[N:9]=1)([CH3:4])([CH3:2])[CH3:3].